Predict the reaction yield, written as a fraction of the theoretical maximum amount of product (1.0 means a 100% yield; for example, 0.34 means a 34% yield). From a dataset of Reaction yield outcomes from USPTO patents with 853,638 reactions. The reactants are Br[C:2]1[CH:7]=[CH:6][C:5]([O:8][CH3:9])=[C:4]([O:10][CH2:11][CH3:12])[CH:3]=1.C([Li])CCC.[CH2:18]([O:25][C:26]1[CH:27]=[C:28]([CH:31]=[CH:32][C:33]=1[O:34][CH3:35])[CH:29]=[O:30])[C:19]1[CH:24]=[CH:23][CH:22]=[CH:21][CH:20]=1.C(O)(C)C. The catalyst is C1COCC1.O. The product is [CH2:18]([O:25][C:26]1[CH:27]=[C:28]([CH:29]([C:2]2[CH:7]=[CH:6][C:5]([O:8][CH3:9])=[C:4]([O:10][CH2:11][CH3:12])[CH:3]=2)[OH:30])[CH:31]=[CH:32][C:33]=1[O:34][CH3:35])[C:19]1[CH:20]=[CH:21][CH:22]=[CH:23][CH:24]=1. The yield is 0.890.